Dataset: Reaction yield outcomes from USPTO patents with 853,638 reactions. Task: Predict the reaction yield, written as a fraction of the theoretical maximum amount of product (1.0 means a 100% yield; for example, 0.34 means a 34% yield). (1) The reactants are [CH:1]1([C:7]2[CH:12]=[C:11]([CH3:13])[NH:10][C:9](=[O:14])[C:8]=2[C:15]#[N:16])[CH2:6][CH2:5][CH2:4][CH2:3][CH2:2]1.[BH4-].[Na+].II.Cl. The catalyst is C1COCC1. The product is [NH2:16][CH2:15][C:8]1[C:9](=[O:14])[NH:10][C:11]([CH3:13])=[CH:12][C:7]=1[CH:1]1[CH2:6][CH2:5][CH2:4][CH2:3][CH2:2]1. The yield is 0.250. (2) The reactants are FC(F)(F)C1C=C(NC(=O)NC2C=CC(C3SC(CCC(O)=O)=NC=3)=CC=2)C=CC=1.[Cl:31][C:32]1[CH:37]=[CH:36][C:35]([NH:38][C:39](=[O:61])[NH:40][C:41]2[CH:46]=[CH:45][C:44]([C:47]3[S:51][C:50]([CH2:52][CH2:53][C:54]([CH3:60])([CH3:59])[C:55]([O:57]C)=[O:56])=[N:49][CH:48]=3)=[CH:43][CH:42]=2)=[C:34]([O:62][C:63]2[CH:68]=[CH:67][CH:66]=[CH:65][CH:64]=2)[CH:33]=1. No catalyst specified. The product is [Cl:31][C:32]1[CH:37]=[CH:36][C:35]([NH:38][C:39](=[O:61])[NH:40][C:41]2[CH:42]=[CH:43][C:44]([C:47]3[S:51][C:50]([CH2:52][CH2:53][C:54]([CH3:60])([CH3:59])[C:55]([OH:57])=[O:56])=[N:49][CH:48]=3)=[CH:45][CH:46]=2)=[C:34]([O:62][C:63]2[CH:64]=[CH:65][CH:66]=[CH:67][CH:68]=2)[CH:33]=1. The yield is 0.780. (3) The reactants are [OH:1][C:2]1[C:3]([N+:13]([O-:15])=[O:14])=[C:4]2[C:9](=[CH:10][CH:11]=1)[C:8](=[O:12])[CH2:7][CH2:6][CH2:5]2.[N:16]1([CH2:21][C@H:22](O)[CH:23]([CH3:25])[CH3:24])[CH:20]=[CH:19][N:18]=[CH:17]1.C1(P(C2C=CC=CC=2)C2C=CC=CC=2)C=CC=CC=1.CCOC(/N=N/C(OCC)=O)=O. The catalyst is C1COCC1.CO.C(Cl)Cl. The product is [N:16]1([CH2:21][C@@H:22]([O:1][C:2]2[C:3]([N+:13]([O-:15])=[O:14])=[C:4]3[C:9](=[CH:10][CH:11]=2)[C:8](=[O:12])[CH2:7][CH2:6][CH2:5]3)[CH:23]([CH3:25])[CH3:24])[CH:20]=[CH:19][N:18]=[CH:17]1. The yield is 0.690.